Dataset: TCR-epitope binding with 47,182 pairs between 192 epitopes and 23,139 TCRs. Task: Binary Classification. Given a T-cell receptor sequence (or CDR3 region) and an epitope sequence, predict whether binding occurs between them. (1) The epitope is KLSALGINAV. The TCR CDR3 sequence is CASSKDRNQPQHF. Result: 1 (the TCR binds to the epitope). (2) The epitope is KPLEFGATSAAL. The TCR CDR3 sequence is CASSLHSVNTGELFF. Result: 1 (the TCR binds to the epitope). (3) The epitope is ATDALMTGY. The TCR CDR3 sequence is CASSEGEINNQPQHF. Result: 1 (the TCR binds to the epitope). (4) Result: 0 (the TCR does not bind to the epitope). The TCR CDR3 sequence is CASSVSNQPQHF. The epitope is GPGHKARVL. (5) The epitope is TPRVTGGGAM. The TCR CDR3 sequence is CSARQGGNYEQYF. Result: 0 (the TCR does not bind to the epitope).